Dataset: NCI-60 drug combinations with 297,098 pairs across 59 cell lines. Task: Regression. Given two drug SMILES strings and cell line genomic features, predict the synergy score measuring deviation from expected non-interaction effect. (1) Drug 1: C1CC(=O)NC(=O)C1N2CC3=C(C2=O)C=CC=C3N. Drug 2: CCC(=C(C1=CC=CC=C1)C2=CC=C(C=C2)OCCN(C)C)C3=CC=CC=C3.C(C(=O)O)C(CC(=O)O)(C(=O)O)O. Cell line: COLO 205. Synergy scores: CSS=-8.28, Synergy_ZIP=2.35, Synergy_Bliss=-1.90, Synergy_Loewe=-8.90, Synergy_HSA=-9.77. (2) Drug 1: C1=NC2=C(N=C(N=C2N1C3C(C(C(O3)CO)O)O)F)N. Drug 2: CC12CCC3C(C1CCC2O)C(CC4=C3C=CC(=C4)O)CCCCCCCCCS(=O)CCCC(C(F)(F)F)(F)F. Cell line: HOP-62. Synergy scores: CSS=3.71, Synergy_ZIP=-3.96, Synergy_Bliss=0.891, Synergy_Loewe=-1.87, Synergy_HSA=-1.83. (3) Drug 1: COC1=CC(=CC(=C1O)OC)C2C3C(COC3=O)C(C4=CC5=C(C=C24)OCO5)OC6C(C(C7C(O6)COC(O7)C8=CC=CS8)O)O. Drug 2: CC12CCC3C(C1CCC2OP(=O)(O)O)CCC4=C3C=CC(=C4)OC(=O)N(CCCl)CCCl.[Na+]. Cell line: SK-OV-3. Synergy scores: CSS=7.16, Synergy_ZIP=-7.13, Synergy_Bliss=0.190, Synergy_Loewe=-4.02, Synergy_HSA=0.495. (4) Drug 1: COC1=CC(=CC(=C1O)OC)C2C3C(COC3=O)C(C4=CC5=C(C=C24)OCO5)OC6C(C(C7C(O6)COC(O7)C8=CC=CS8)O)O. Synergy scores: CSS=90.2, Synergy_ZIP=4.45, Synergy_Bliss=6.01, Synergy_Loewe=5.68, Synergy_HSA=8.82. Cell line: SR. Drug 2: CC1C(C(CC(O1)OC2CC(CC3=C2C(=C4C(=C3O)C(=O)C5=C(C4=O)C(=CC=C5)OC)O)(C(=O)C)O)N)O.Cl. (5) Drug 1: CC1=CC2C(CCC3(C2CCC3(C(=O)C)OC(=O)C)C)C4(C1=CC(=O)CC4)C. Drug 2: CN1C(=O)N2C=NC(=C2N=N1)C(=O)N. Cell line: MDA-MB-435. Synergy scores: CSS=-10.6, Synergy_ZIP=6.80, Synergy_Bliss=4.76, Synergy_Loewe=-2.42, Synergy_HSA=-3.41.